From a dataset of Human liver microsome stability data. Regression/Classification. Given a drug SMILES string, predict its absorption, distribution, metabolism, or excretion properties. Task type varies by dataset: regression for continuous measurements (e.g., permeability, clearance, half-life) or binary classification for categorical outcomes (e.g., BBB penetration, CYP inhibition). Dataset: hlm. (1) The compound is NC(=O)c1cccc([C@H]2C[C@H]3CC[C@@H](C2)N3CCN(CC2CCCCC2)C(=O)Cc2nn[nH]n2)c1. The result is 0 (unstable in human liver microsomes). (2) The molecule is CC1=NNC(=O)CC1c1ccc(OC2CCN(C3CCC3)CC2)cc1. The result is 0 (unstable in human liver microsomes). (3) The compound is Cc1cnc(NCCc2ccc3c(c2)CCC3)c(=O)n1CC(=O)NCCON=C(N)N. The result is 0 (unstable in human liver microsomes). (4) The compound is CC(C)CCn1nc(-c2cccs2)c(O)c(C2=NS(=O)(=O)c3cc(C4CCCC4=O)ccc3N2)c1=O. The result is 0 (unstable in human liver microsomes).